From a dataset of Full USPTO retrosynthesis dataset with 1.9M reactions from patents (1976-2016). Predict the reactants needed to synthesize the given product. (1) Given the product [C:1]([N:4]1[CH2:9][CH2:8][C:7]2[N:10]=[C:11]([C:13]3[CH:18]=[CH:17][C:16]([O:19][CH2:20][CH2:21][CH2:22][N:26]4[CH2:27][CH2:28][CH2:29][CH:25]4[CH3:24])=[CH:15][CH:14]=3)[S:12][C:6]=2[CH2:5]1)(=[O:3])[CH3:2], predict the reactants needed to synthesize it. The reactants are: [C:1]([N:4]1[CH2:9][CH2:8][C:7]2[N:10]=[C:11]([C:13]3[CH:18]=[CH:17][C:16]([O:19][CH2:20][CH2:21][CH2:22]Cl)=[CH:15][CH:14]=3)[S:12][C:6]=2[CH2:5]1)(=[O:3])[CH3:2].[CH3:24][CH:25]1[CH2:29][CH2:28][CH2:27][NH:26]1.C(=O)([O-])[O-].[K+].[K+].[I-].[Na+]. (2) Given the product [Br:1][C:2]1[CH:3]=[C:4]2[C:8](=[CH:9][CH:10]=1)[CH:7]([NH2:11])[CH2:6][CH2:5]2, predict the reactants needed to synthesize it. The reactants are: [Br:1][C:2]1[CH:3]=[C:4]2[C:8](=[CH:9][CH:10]=1)/[C:7](=[N:11]/O)/[CH2:6][CH2:5]2.C(OCC)(=O)C. (3) Given the product [CH3:11][C:9]1[N:8]=[C:7]([N:12]2[CH2:16][C@H:15]([S:17][C:18]([C:19]3[CH:24]=[CH:23][CH:22]=[CH:21][CH:20]=3)([C:25]3[CH:26]=[CH:27][CH:28]=[CH:29][CH:30]=3)[C:31]3[CH:32]=[CH:33][CH:34]=[CH:35][CH:36]=3)[CH2:14][C@H:13]2[CH2:37][O:38][CH2:39][C:40]2[CH:45]=[C:44]([F:46])[C:43]([F:47])=[CH:42][C:41]=2[F:48])[N:6]=[C:5]([C:3]([OH:4])=[O:2])[CH:10]=1, predict the reactants needed to synthesize it. The reactants are: C[O:2][C:3]([C:5]1[CH:10]=[C:9]([CH3:11])[N:8]=[C:7]([N:12]2[CH2:16][C@H:15]([S:17][C:18]([C:31]3[CH:36]=[CH:35][CH:34]=[CH:33][CH:32]=3)([C:25]3[CH:30]=[CH:29][CH:28]=[CH:27][CH:26]=3)[C:19]3[CH:24]=[CH:23][CH:22]=[CH:21][CH:20]=3)[CH2:14][C@H:13]2[CH2:37][O:38][CH2:39][C:40]2[CH:45]=[C:44]([F:46])[C:43]([F:47])=[CH:42][C:41]=2[F:48])[N:6]=1)=[O:4]. (4) Given the product [CH3:21][C:20]1([CH3:22])[N:10]([CH2:11][C:12]2[CH:17]=[CH:16][N:15]=[CH:14][CH:13]=2)[C:4]2[CH:3]=[C:2]([C:56]3[CH:55]=[N:54][NH:53][C:52]=3[CH3:51])[S:6][C:5]=2[C:7](=[O:8])[NH:9]1, predict the reactants needed to synthesize it. The reactants are: Br[C:2]1[S:6][C:5]([C:7]([NH2:9])=[O:8])=[C:4]([NH:10][CH2:11][C:12]2[CH:17]=[CH:16][N:15]=[CH:14][CH:13]=2)[CH:3]=1.CO[C:20](OC)([CH3:22])[CH3:21].CC1(C)C2(CS(O)(=O)=O)C(CC1CC2)=O.[O-]S([O-])(=O)=O.[Mg+2].C([O-])(O)=O.[Na+].[CH3:51][C:52]1[C:56](B2OC(C)(C)C(C)(C)O2)=[CH:55][N:54](C(OC(C)(C)C)=O)[N:53]=1.C(=O)([O-])[O-].[Na+].[Na+]. (5) Given the product [N:19]1([C:25]2[N:26]=[C:27]([CH2:32][C:33](=[O:35])[N:13]3[C:14]4[C:2](=[CH:3][CH:4]=[CH:5][CH:6]=4)[C:11]4([CH2:10][CH2:38]4)[CH2:12]3)[NH:28][C:29](=[O:31])[CH:30]=2)[CH2:20][CH2:21][O:22][CH2:23][CH2:24]1, predict the reactants needed to synthesize it. The reactants are: N1[CH:6]=[CH:5][CH:4]=[CH:3][CH:2]=1.Cl.CN(C)[CH2:10][CH2:11][CH2:12][N:13]=[C:14]=NCC.[N:19]1([C:25]2[N:26]=[C:27]([CH2:32][C:33]([O-:35])=O)[NH:28][C:29](=[O:31])[CH:30]=2)[CH2:24][CH2:23][O:22][CH2:21][CH2:20]1.[Na+].O.[CH3:38]N(C)C=O.